From a dataset of Catalyst prediction with 721,799 reactions and 888 catalyst types from USPTO. Predict which catalyst facilitates the given reaction. (1) Reactant: [CH:1]1([NH2:4])[CH2:3][CH2:2]1.C(OC([NH:12][CH2:13][CH2:14][CH2:15][C:16](O)=[O:17])=O)(C)(C)C.CCN(C(C)C)C(C)C.CN(C(ON1N=NC2C=CC=NC1=2)=[N+](C)C)C.F[P-](F)(F)(F)(F)F.[ClH:52].CC(O)=O. Product: [Cl-:52].[CH:1]1([NH:4][C:16](=[O:17])[CH2:15][CH2:14][CH2:13][NH3+:12])[CH2:3][CH2:2]1. The catalyst class is: 3. (2) Reactant: C([O:3][CH:4](OCC)[CH2:5][N:6]([CH2:20][CH2:21][C:22]1[CH:27]=[CH:26][CH:25]=[CH:24][CH:23]=1)[C:7](=[O:19])[CH2:8][CH2:9][O:10][CH2:11][CH2:12][C:13]1[CH:18]=[CH:17][CH:16]=[CH:15][CH:14]=1)C.Cl.ClCCl. Product: [O:3]=[CH:4][CH2:5][N:6]([CH2:20][CH2:21][C:22]1[CH:23]=[CH:24][CH:25]=[CH:26][CH:27]=1)[C:7](=[O:19])[CH2:8][CH2:9][O:10][CH2:11][CH2:12][C:13]1[CH:14]=[CH:15][CH:16]=[CH:17][CH:18]=1. The catalyst class is: 12. (3) Reactant: [CH2:1]([C:5]1[NH:6][C:7]([CH2:11][O:12]CC2C=CC=CC=2)=[C:8]([Cl:10])[N:9]=1)[CH2:2][CH2:3][CH3:4].CS(O)(=O)=O.[OH-].[Na+]. Product: [CH2:1]([C:5]1[NH:6][C:7]([CH2:11][OH:12])=[C:8]([Cl:10])[N:9]=1)[CH2:2][CH2:3][CH3:4]. The catalyst class is: 22. (4) Reactant: [H-].[Na+].[NH2:3][C:4]1[CH:9]=[CH:8][C:7]([SH:10])=[CH:6][CH:5]=1.[Cl:11][C:12]1[N:17]=[C:16](Cl)[CH:15]=[CH:14][N:13]=1. Product: [Cl:11][C:12]1[N:17]=[C:16]([S:10][C:7]2[CH:8]=[CH:9][C:4]([NH2:3])=[CH:5][CH:6]=2)[CH:15]=[CH:14][N:13]=1. The catalyst class is: 54.